This data is from Forward reaction prediction with 1.9M reactions from USPTO patents (1976-2016). The task is: Predict the product of the given reaction. (1) The product is: [CH3:40][N:39]([CH3:41])[C:31]1[CH:32]=[CH:33][CH:34]=[C:35]2[C:30]=1[N:29]=[C:28]([C:26]([OH:27])=[O:25])[CH:37]=[C:36]2[OH:38]. Given the reactants COC(C1C=C(O)C2C(=C(OCC3C=CC=CC=3)C=CC=2)N=1)=O.C[O:25][C:26]([C:28]1[CH:37]=[C:36]([OH:38])[C:35]2[C:30](=[C:31]([N:39]([CH3:41])[CH3:40])[CH:32]=[CH:33][CH:34]=2)[N:29]=1)=[O:27], predict the reaction product. (2) Given the reactants C(Cl)(=O)C(Cl)=O.[Cl:7][C:8]1[C:13]([C:14]([OH:16])=O)=[C:12]([F:17])[C:11]([O:18][CH3:19])=[CH:10][CH:9]=1.[NH2:20][C:21]1[CH:26]=[CH:25][C:24]([CH2:27][C:28]([O:30][CH2:31][CH3:32])=[O:29])=[CH:23][CH:22]=1.C(N(CC)CC)C, predict the reaction product. The product is: [Cl:7][C:8]1[C:13]([C:14]([NH:20][C:21]2[CH:22]=[CH:23][C:24]([CH2:27][C:28]([O:30][CH2:31][CH3:32])=[O:29])=[CH:25][CH:26]=2)=[O:16])=[C:12]([F:17])[C:11]([O:18][CH3:19])=[CH:10][CH:9]=1. (3) Given the reactants C(=O)([O-])[O-].[K+].[K+].[CH3:7][O:8][C:9]1[C:14](B(O)O)=[CH:13][CH:12]=[CH:11][N:10]=1.Br[C:19]1[CH:20]=[C:21]([CH:24]=[CH:25][C:26]=1[O:27][C:28]1[CH:29]=[N:30][C:31]([O:34][CH2:35][CH:36]([CH3:38])[CH3:37])=[CH:32][CH:33]=1)[C:22]#[N:23], predict the reaction product. The product is: [CH2:35]([O:34][C:31]1[N:30]=[CH:29][C:28]([O:27][C:26]2[CH:25]=[CH:24][C:21]([C:22]#[N:23])=[CH:20][C:19]=2[C:14]2[C:9]([O:8][CH3:7])=[N:10][CH:11]=[CH:12][CH:13]=2)=[CH:33][CH:32]=1)[CH:36]([CH3:38])[CH3:37]. (4) Given the reactants [CH3:1][C:2]1[CH:8]=[CH:7][CH:6]=[C:5]([CH3:9])[C:3]=1[NH2:4].[C:10]([C:12]1[CH:19]=[CH:18][CH:17]=[CH:16][C:13]=1[CH2:14][Br:15])#[N:11], predict the reaction product. The product is: [BrH:15].[CH3:1][C:2]1[CH:8]=[CH:7][CH:6]=[C:5]([CH3:9])[C:3]=1[N:4]1[CH2:14][C:13]2[C:12](=[CH:19][CH:18]=[CH:17][CH:16]=2)[C:10]1=[NH:11]. (5) Given the reactants [CH3:1][O:2][C:3]([C@@H:5]1[CH2:9][CH2:8][N:7](C(OCC2C=CC=CC=2)=O)[CH2:6]1)=[O:4].Cl.[H][H].C(OCC)(=O)C, predict the reaction product. The product is: [CH3:1][O:2][C:3]([C@@H:5]1[CH2:9][CH2:8][NH:7][CH2:6]1)=[O:4]. (6) The product is: [CH2:22]([O:21][CH:19]1[CH:18]([NH:30][C:31]([CH:33]2[CH2:37][CH2:36][CH2:35][N:34]2[C:38](=[O:52])[CH:39]([NH:41][C:6](=[O:8])[C:5]2[C:4]([F:13])=[C:3]([F:14])[C:2]([NH2:1])=[C:10]([F:11])[C:9]=2[F:12])[CH3:40])=[O:32])[CH2:17][C:16](=[O:15])[O:20]1)[C:23]1[CH:24]=[CH:25][CH:26]=[CH:27][CH:28]=1. Given the reactants [NH2:1][C:2]1[C:10]([F:11])=[C:9]([F:12])[C:5]([C:6]([OH:8])=O)=[C:4]([F:13])[C:3]=1[F:14].[O:15]=[C:16]1[O:20][CH:19]([O:21][CH2:22][CH2:23][C:24]2C=[CH:28][CH:27]=[CH:26][CH:25]=2)[CH:18]([NH:30][C:31]([CH:33]2[CH2:37][CH2:36][CH2:35][N:34]2[C:38](=[O:52])[CH:39]([NH:41]C(=O)C2C=CC(N)=C(Cl)C=2)[CH3:40])=[O:32])[CH2:17]1, predict the reaction product. (7) Given the reactants [H-].[Al+3].[Li+].[H-].[H-].[H-].[Cl:7][C:8]1[CH:13]=[CH:12][CH:11]=[C:10]([Cl:14])[C:9]=1[CH2:15][CH2:16][O:17][CH2:18][C:19]([N:21]1[CH2:26][CH2:25][CH:24]([OH:27])[CH2:23][CH2:22]1)=O.O.O.O.O.O.O.O.O.O.O.S([O-])([O-])(=O)=O.[Na+].[Na+].[OH-].[Na+], predict the reaction product. The product is: [Cl:7][C:8]1[CH:13]=[CH:12][CH:11]=[C:10]([Cl:14])[C:9]=1[CH2:15][CH2:16][O:17][CH2:18][CH2:19][N:21]1[CH2:22][CH2:23][CH:24]([OH:27])[CH2:25][CH2:26]1.